Dataset: Peptide-MHC class I binding affinity with 185,985 pairs from IEDB/IMGT. Task: Regression. Given a peptide amino acid sequence and an MHC pseudo amino acid sequence, predict their binding affinity value. This is MHC class I binding data. (1) The binding affinity (normalized) is 0.0847. The MHC is HLA-B35:01 with pseudo-sequence HLA-B35:01. The peptide sequence is AEALLADGL. (2) The peptide sequence is RPFLCCKCCY. The MHC is HLA-B53:01 with pseudo-sequence HLA-B53:01. The binding affinity (normalized) is 0.208. (3) The MHC is HLA-A31:01 with pseudo-sequence HLA-A31:01. The peptide sequence is YVARVSSNSR. The binding affinity (normalized) is 0.563. (4) The peptide sequence is VMGGNAAEA. The MHC is HLA-B08:01 with pseudo-sequence HLA-B08:01. The binding affinity (normalized) is 0.0847. (5) The MHC is HLA-B44:02 with pseudo-sequence HLA-B44:02. The peptide sequence is RENANQLVV. The binding affinity (normalized) is 0.403. (6) The peptide sequence is GLYNRHRGR. The MHC is HLA-A26:01 with pseudo-sequence HLA-A26:01. The binding affinity (normalized) is 0.0847. (7) The peptide sequence is KLRRGDLPFV. The MHC is HLA-A02:02 with pseudo-sequence HLA-A02:02. The binding affinity (normalized) is 0.750.